Dataset: Catalyst prediction with 721,799 reactions and 888 catalyst types from USPTO. Task: Predict which catalyst facilitates the given reaction. (1) Reactant: [BH4-].[Na+].[F:3][C:4]1[CH:5]=[C:6]([CH:9]=[C:10]([F:14])[C:11]=1[S:12][CH3:13])[CH:7]=[O:8]. Product: [F:14][C:10]1[CH:9]=[C:6]([CH2:7][OH:8])[CH:5]=[C:4]([F:3])[C:11]=1[S:12][CH3:13]. The catalyst class is: 100. (2) Reactant: [C:1]([O:5][C:6]([NH:8][C@@H:9]1[CH2:11][C@H:10]1[C:12]1[CH:20]=[CH:19][C:15]([C:16]([OH:18])=O)=[CH:14][CH:13]=1)=[O:7])([CH3:4])([CH3:3])[CH3:2].[CH2:21]([NH2:28])[C:22]1[CH:27]=[CH:26][CH:25]=[CH:24][CH:23]=1.ON1C2C=CC=CC=2N=N1.Cl.C(N=C=NCCCN(C)C)C.[Cl-].[NH4+]. Product: [CH2:21]([NH:28][C:16]([C:15]1[CH:14]=[CH:13][C:12]([C@@H:10]2[CH2:11][C@H:9]2[NH:8][C:6](=[O:7])[O:5][C:1]([CH3:2])([CH3:3])[CH3:4])=[CH:20][CH:19]=1)=[O:18])[C:22]1[CH:27]=[CH:26][CH:25]=[CH:24][CH:23]=1. The catalyst class is: 3. (3) Reactant: [C:1]([OH:8])(=[O:7])[CH2:2][CH2:3][C:4]([OH:6])=[O:5].C(=O)([O-])[O-].[Na+:13].[Na+]. Product: [C:1]([O-:8])(=[O:7])[CH2:2][CH2:3][C:4]([O-:6])=[O:5].[Na+:13].[Na+:13]. The catalyst class is: 6. (4) Reactant: C[C:2]1[C:3]([NH2:11])=[C:4]([C:8](O)=[O:9])[S:5][C:6]=1[CH3:7].[NH2:12][C:13](N)=[O:14].[OH-].[Na+]. Product: [CH3:7][C:6]1[S:5][C:4]2[C:8]([OH:9])=[N:12][C:13]([OH:14])=[N:11][C:3]=2[CH:2]=1. The catalyst class is: 15. (5) Reactant: [C:1]1([C:7](=O)[CH2:8][CH2:9][C:10]([CH:12]2[CH2:17][CH2:16][CH:15]([CH2:18][CH2:19][CH3:20])[CH2:14][CH2:13]2)=O)[CH:6]=[CH:5][CH:4]=[CH:3][CH:2]=1.[NH2:22][CH2:23][C:24]([OH:26])=[O:25]. Product: [C:1]1([C:7]2[N:22]([CH2:23][C:24]([OH:26])=[O:25])[C:10]([CH:12]3[CH2:17][CH2:16][CH:15]([CH2:18][CH2:19][CH3:20])[CH2:14][CH2:13]3)=[CH:9][CH:8]=2)[CH:6]=[CH:5][CH:4]=[CH:3][CH:2]=1. The catalyst class is: 15. (6) Reactant: Cl[C:2]1[CH:7]=[C:6]([O:8][CH:9]2[CH2:12][CH2:11][CH2:10]2)[CH:5]=[CH:4][N:3]=1.CC(C1C=C(C(C)C)C(C2C=CC=CC=2P(C2CCCCC2)C2CCCCC2)=C(C(C)C)C=1)C.[Cl-].[C:48]([O:52][C:53](=[O:56])[CH2:54][Zn+])([CH3:51])([CH3:50])[CH3:49].CCOCC. Product: [CH:9]1([O:8][C:6]2[CH:5]=[CH:4][N:3]=[C:2]([CH2:54][C:53]([O:52][C:48]([CH3:51])([CH3:50])[CH3:49])=[O:56])[CH:7]=2)[CH2:12][CH2:11][CH2:10]1. The catalyst class is: 110.